The task is: Predict the reaction yield, written as a fraction of the theoretical maximum amount of product (1.0 means a 100% yield; for example, 0.34 means a 34% yield).. This data is from Reaction yield outcomes from USPTO patents with 853,638 reactions. (1) The reactants are C(N(C(C)C)C(C)C)C.[Br:10][C:11]1[C:16]([OH:17])=[C:15]([F:18])[C:14]([O:19][CH2:20][CH2:21][CH2:22][CH3:23])=[CH:13][CH:12]=1.[CH3:24][O:25][CH2:26][CH2:27][O:28][CH2:29]Cl.O. The catalyst is ClCCl. The product is [Br:10][C:11]1[CH:12]=[CH:13][C:14]([O:19][CH2:20][CH2:21][CH2:22][CH3:23])=[C:15]([F:18])[C:16]=1[O:17][CH2:24][O:25][CH2:26][CH2:27][O:28][CH3:29]. The yield is 0.990. (2) The reactants are [CH2:1]([O:3][C:4]([C:6]1[O:7][C:8]2[C:13]([C:14](=[O:16])[CH:15]=1)=[CH:12][C:11]([O:17][CH3:18])=[CH:10][C:9]=2Br)=[O:5])[CH3:2].[CH2:20]([N:22]1[CH2:27][CH2:26][NH:25][CH2:24][CH2:23]1)[CH3:21]. No catalyst specified. The product is [CH2:1]([O:3][C:4]([C:6]1[O:7][C:8]2[C:13]([C:14](=[O:16])[CH:15]=1)=[CH:12][C:11]([O:17][CH3:18])=[CH:10][C:9]=2[N:25]1[CH2:26][CH2:27][N:22]([CH2:20][CH3:21])[CH2:23][CH2:24]1)=[O:5])[CH3:2]. The yield is 0.350. (3) The reactants are [CH:1]1([CH2:4][O:5][C:6]2[CH:11]=[CH:10][C:9]([C:12]3[C:17](=[O:18])[N:16]([CH2:19][C:20]4[CH:25]=[CH:24][C:23]([C:26]5[C:27]([C:32]#[N:33])=[CH:28][CH:29]=[CH:30][CH:31]=5)=[CH:22][CH:21]=4)[C:15]([CH2:34][CH2:35][CH3:36])=[N:14][C:13]=3[CH3:37])=[CH:8][CH:7]=2)[CH2:3][CH2:2]1.Cl.[NH2:39]O.[C:41](=[O:44])([O-])[OH:42].[Na+]. The catalyst is CS(C)=O.C(OCC)(=O)C. The product is [CH:1]1([CH2:4][O:5][C:6]2[CH:7]=[CH:8][C:9]([C:12]3[C:17](=[O:18])[N:16]([CH2:19][C:20]4[CH:25]=[CH:24][C:23]([C:26]5[CH:31]=[CH:30][CH:29]=[CH:28][C:27]=5[C:32]5[NH:39][C:41](=[O:44])[O:42][N:33]=5)=[CH:22][CH:21]=4)[C:15]([CH2:34][CH2:35][CH3:36])=[N:14][C:13]=3[CH3:37])=[CH:10][CH:11]=2)[CH2:3][CH2:2]1. The yield is 0.780. (4) The reactants are [NH2:1][C:2]1[N:7]=[C:6]([C:8]2[CH:15]=[CH:14][C:11]([C:12]#[N:13])=[C:10](F)[CH:9]=2)[CH:5]=[C:4]([NH:17][CH:18]2[CH2:22][CH2:21][CH2:20][CH2:19]2)[N:3]=1.O.[NH2:24][NH2:25]. The catalyst is CCO. The product is [NH2:13][C:12]1[C:11]2[C:10](=[CH:9][C:8]([C:6]3[N:7]=[C:2]([NH2:1])[N:3]=[C:4]([NH:17][CH:18]4[CH2:22][CH2:21][CH2:20][CH2:19]4)[CH:5]=3)=[CH:15][CH:14]=2)[NH:25][N:24]=1. The yield is 0.470.